Task: Predict the reactants needed to synthesize the given product.. Dataset: Full USPTO retrosynthesis dataset with 1.9M reactions from patents (1976-2016) Given the product [ClH:1].[Cl:1][C:2]1[S:6][C:5]([C:7]2[N:12]=[C:11]3[CH2:13][CH2:14][CH2:15][C:10]3=[C:9]([NH:16][C:17]3[CH:18]=[CH:19][C:20]([CH2:23][C:24]([NH2:29])=[O:26])=[CH:21][CH:22]=3)[CH:8]=2)=[CH:4][CH:3]=1, predict the reactants needed to synthesize it. The reactants are: [Cl:1][C:2]1[S:6][C:5]([C:7]2[N:12]=[C:11]3[CH2:13][CH2:14][CH2:15][C:10]3=[C:9]([NH:16][C:17]3[CH:22]=[CH:21][C:20]([CH2:23][C:24]([O:26]CC)=O)=[CH:19][CH:18]=3)[CH:8]=2)=[CH:4][CH:3]=1.[NH3:29].